Dataset: Forward reaction prediction with 1.9M reactions from USPTO patents (1976-2016). Task: Predict the product of the given reaction. Given the reactants [CH2:1]([O:3][C:4]([NH:6][C@H:7]([C:11]1[CH:16]=[CH:15][CH:14]=[CH:13][CH:12]=1)[C:8]([OH:10])=O)=[O:5])[CH3:2].Cl.[CH3:18][O:19][C:20](=[O:26])[C@@H:21]1[CH2:25][CH2:24][CH2:23][NH:22]1, predict the reaction product. The product is: [CH3:18][O:19][C:20]([C@@H:21]1[CH2:25][CH2:24][CH2:23][N:22]1[C:8](=[O:10])[C@H:7]([NH:6][C:4]([O:3][CH2:1][CH3:2])=[O:5])[C:11]1[CH:16]=[CH:15][CH:14]=[CH:13][CH:12]=1)=[O:26].